From a dataset of Reaction yield outcomes from USPTO patents with 853,638 reactions. Predict the reaction yield, written as a fraction of the theoretical maximum amount of product (1.0 means a 100% yield; for example, 0.34 means a 34% yield). (1) The reactants are [F:1][C:2]1[CH:9]=[CH:8][C:7]([CH2:10][C:11]2[NH:12][C:13]([C:26]3[CH:31]=[CH:30][CH:29]=[C:28]([CH3:32])[N:27]=3)=[C:14]([C:16]3[CH:17]=[C:18]4[C:23](=[CH:24][CH:25]=3)[N:22]=[CH:21][CH:20]=[CH:19]4)[N:15]=2)=[CH:6][C:3]=1[C:4]#[N:5].[H-].[H-].[H-].[H-].[Li+].[Al+3]. The catalyst is C1COCC1. The product is [F:1][C:2]1[CH:9]=[CH:8][C:7]([CH2:10][C:11]2[NH:12][C:13]([C:26]3[CH:31]=[CH:30][CH:29]=[C:28]([CH3:32])[N:27]=3)=[C:14]([C:16]3[CH:17]=[C:18]4[C:23](=[CH:24][CH:25]=3)[N:22]=[CH:21][CH:20]=[CH:19]4)[N:15]=2)=[CH:6][C:3]=1[CH2:4][NH2:5]. The yield is 0.530. (2) The reactants are I[C:2]1[CH:7]=[CH:6][C:5]([S:8]([NH:11][C:12]2[S:13][CH:14]=[CH:15][N:16]=2)(=[O:10])=[O:9])=[CH:4][CH:3]=1.CC1(C)C2C=CC=C(P(C3C=CC=CC=3)C3C=CC=CC=3)C=2OC2C1=CC=CC=2P(C1C=CC=CC=1)C1C=CC=CC=1.[NH2:59][C:60]1[N:64]([CH3:65])[N:63]=[C:62]([C:66]([CH3:69])([CH3:68])[CH3:67])[CH:61]=1.CC(C)([O-])C.[Na+]. The catalyst is O1CCOCC1.C1C=CC(/C=C/C(/C=C/C2C=CC=CC=2)=O)=CC=1.C1C=CC(/C=C/C(/C=C/C2C=CC=CC=2)=O)=CC=1.C1C=CC(/C=C/C(/C=C/C2C=CC=CC=2)=O)=CC=1.[Pd].[Pd]. The product is [C:66]([C:62]1[CH:61]=[C:60]([NH:59][C:2]2[CH:7]=[CH:6][C:5]([S:8]([NH:11][C:12]3[S:13][CH:14]=[CH:15][N:16]=3)(=[O:10])=[O:9])=[CH:4][CH:3]=2)[N:64]([CH3:65])[N:63]=1)([CH3:69])([CH3:67])[CH3:68]. The yield is 0.500. (3) The reactants are Br[C:2]1[S:6][C:5]([C:7]2[CH:8]=[CH:9][C:10]([F:15])=[C:11]([CH:14]=2)[C:12]#[N:13])=[N:4][N:3]=1.[C:16]([O:20][C:21](=[O:41])[NH:22][C@@H:23]1[C:31]2[C:26](=[C:27](B3OC(C)(C)C(C)(C)O3)[CH:28]=[CH:29][CH:30]=2)[CH2:25][CH2:24]1)([CH3:19])([CH3:18])[CH3:17].C(=O)([O-])[O-].[K+].[K+].N#N. The catalyst is COCCOC.O.C1C=CC([P]([Pd]([P](C2C=CC=CC=2)(C2C=CC=CC=2)C2C=CC=CC=2)([P](C2C=CC=CC=2)(C2C=CC=CC=2)C2C=CC=CC=2)[P](C2C=CC=CC=2)(C2C=CC=CC=2)C2C=CC=CC=2)(C2C=CC=CC=2)C2C=CC=CC=2)=CC=1. The product is [C:16]([O:20][C:21](=[O:41])[NH:22][C@@H:23]1[C:31]2[C:26](=[C:27]([C:2]3[S:6][C:5]([C:7]4[CH:8]=[CH:9][C:10]([F:15])=[C:11]([C:12]#[N:13])[CH:14]=4)=[N:4][N:3]=3)[CH:28]=[CH:29][CH:30]=2)[CH2:25][CH2:24]1)([CH3:19])([CH3:17])[CH3:18]. The yield is 1.00. (4) The reactants are [CH3:1][O:2][C:3]1[CH:8]=[C:7]([N:9]2[CH2:14][CH2:13][O:12][CH2:11][CH2:10]2)[CH:6]=[CH:5][C:4]=1[NH:15][C:16]1[N:21]=[C:20]([C:22]2[N:26]3[CH:27]=[CH:28][CH:29]=[CH:30][C:25]3=[N:24][C:23]=2[C:31]2[CH:32]=[C:33]([CH:38]=[CH:39][CH:40]=2)[C:34]([O:36]C)=O)[CH:19]=[CH:18][N:17]=1.[F:41][C:42]1[CH:48]=[CH:47][CH:46]=[C:45]([F:49])[C:43]=1[NH2:44].C[Si]([N-][Si](C)(C)C)(C)C.[Na+]. The catalyst is C1COCC1. The product is [F:41][C:42]1[CH:48]=[CH:47][CH:46]=[C:45]([F:49])[C:43]=1[NH:44][C:34](=[O:36])[C:33]1[CH:38]=[CH:39][CH:40]=[C:31]([C:23]2[N:24]=[C:25]3[CH:30]=[CH:29][CH:28]=[CH:27][N:26]3[C:22]=2[C:20]2[CH:19]=[CH:18][N:17]=[C:16]([NH:15][C:4]3[CH:5]=[CH:6][C:7]([N:9]4[CH2:14][CH2:13][O:12][CH2:11][CH2:10]4)=[CH:8][C:3]=3[O:2][CH3:1])[N:21]=2)[CH:32]=1. The yield is 0.750.